Predict the reactants needed to synthesize the given product. From a dataset of Full USPTO retrosynthesis dataset with 1.9M reactions from patents (1976-2016). Given the product [CH:36]([C:33]1[N:32]=[CH:31][C:30]([C:26]2[CH:25]=[C:24]([C:22]3[CH2:21][C:20](=[O:39])[NH:19][C:9]4[CH:10]=[C:11]([C:15]([F:18])([F:17])[F:16])[C:12]([CH3:14])=[CH:13][C:8]=4[N:7]=3)[CH:29]=[CH:28][CH:27]=2)=[CH:35][CH:34]=1)([CH3:38])[CH3:37], predict the reactants needed to synthesize it. The reactants are: C(OC(=O)[NH:7][C:8]1[CH:13]=[C:12]([CH3:14])[C:11]([C:15]([F:18])([F:17])[F:16])=[CH:10][C:9]=1[NH:19][C:20](=[O:39])[CH2:21][C:22]([C:24]1[CH:29]=[CH:28][CH:27]=[C:26]([C:30]2[CH:31]=[N:32][C:33]([CH:36]([CH3:38])[CH3:37])=[CH:34][CH:35]=2)[CH:25]=1)=O)(C)(C)C.C(O)(C(F)(F)F)=O.